This data is from Peptide-MHC class II binding affinity with 134,281 pairs from IEDB. The task is: Regression. Given a peptide amino acid sequence and an MHC pseudo amino acid sequence, predict their binding affinity value. This is MHC class II binding data. (1) The peptide sequence is AVPWYAVAFNAIVAA. The MHC is DRB4_0101 with pseudo-sequence DRB4_0103. The binding affinity (normalized) is 0.433. (2) The peptide sequence is PADKYRTFVATFGAA. The MHC is HLA-DPA10201-DPB10101 with pseudo-sequence HLA-DPA10201-DPB10101. The binding affinity (normalized) is 0.504. (3) The MHC is DRB1_0405 with pseudo-sequence DRB1_0405. The peptide sequence is WKVRLLPVPPTVTVF. The binding affinity (normalized) is 0.658. (4) The peptide sequence is LYKYKVVKIEPLGVAPTKAK. The MHC is HLA-DPA10201-DPB11401 with pseudo-sequence HLA-DPA10201-DPB11401. The binding affinity (normalized) is 0.724. (5) The peptide sequence is IVALIIAIVVWTIV. The MHC is DRB1_1101 with pseudo-sequence DRB1_1101. The binding affinity (normalized) is 0.126. (6) The peptide sequence is DLEKYVEDTKIDLWS. The MHC is DRB1_1101 with pseudo-sequence DRB1_1101. The binding affinity (normalized) is 0.208.